Dataset: NCI-60 drug combinations with 297,098 pairs across 59 cell lines. Task: Regression. Given two drug SMILES strings and cell line genomic features, predict the synergy score measuring deviation from expected non-interaction effect. (1) Drug 1: CN(C)N=NC1=C(NC=N1)C(=O)N. Drug 2: CC1CCCC2(C(O2)CC(NC(=O)CC(C(C(=O)C(C1O)C)(C)C)O)C(=CC3=CSC(=N3)C)C)C. Cell line: SK-MEL-5. Synergy scores: CSS=-1.63, Synergy_ZIP=-1.94, Synergy_Bliss=-1.51, Synergy_Loewe=-7.57, Synergy_HSA=-5.07. (2) Drug 1: CCC1(CC2CC(C3=C(CCN(C2)C1)C4=CC=CC=C4N3)(C5=C(C=C6C(=C5)C78CCN9C7C(C=CC9)(C(C(C8N6C=O)(C(=O)OC)O)OC(=O)C)CC)OC)C(=O)OC)O.OS(=O)(=O)O. Drug 2: CC1=C2C(C(=O)C3(C(CC4C(C3C(C(C2(C)C)(CC1OC(=O)C(C(C5=CC=CC=C5)NC(=O)OC(C)(C)C)O)O)OC(=O)C6=CC=CC=C6)(CO4)OC(=O)C)O)C)O. Cell line: SK-OV-3. Synergy scores: CSS=8.93, Synergy_ZIP=-1.81, Synergy_Bliss=-0.801, Synergy_Loewe=-0.120, Synergy_HSA=-0.0913. (3) Drug 1: CC1=C(C=C(C=C1)C(=O)NC2=CC(=CC(=C2)C(F)(F)F)N3C=C(N=C3)C)NC4=NC=CC(=N4)C5=CN=CC=C5. Drug 2: C1=CC=C(C(=C1)C(C2=CC=C(C=C2)Cl)C(Cl)Cl)Cl. Cell line: SR. Synergy scores: CSS=2.52, Synergy_ZIP=-3.82, Synergy_Bliss=-9.83, Synergy_Loewe=0.168, Synergy_HSA=-9.65. (4) Drug 1: CNC(=O)C1=CC=CC=C1SC2=CC3=C(C=C2)C(=NN3)C=CC4=CC=CC=N4. Drug 2: CN1C2=C(C=C(C=C2)N(CCCl)CCCl)N=C1CCCC(=O)O.Cl. Cell line: NCI-H322M. Synergy scores: CSS=-2.79, Synergy_ZIP=0.295, Synergy_Bliss=-2.87, Synergy_Loewe=-5.41, Synergy_HSA=-4.63. (5) Drug 1: CC1=C(C=C(C=C1)NC(=O)C2=CC=C(C=C2)CN3CCN(CC3)C)NC4=NC=CC(=N4)C5=CN=CC=C5. Drug 2: CCC1(CC2CC(C3=C(CCN(C2)C1)C4=CC=CC=C4N3)(C5=C(C=C6C(=C5)C78CCN9C7C(C=CC9)(C(C(C8N6C)(C(=O)OC)O)OC(=O)C)CC)OC)C(=O)OC)O.OS(=O)(=O)O. Cell line: CAKI-1. Synergy scores: CSS=13.9, Synergy_ZIP=0.0340, Synergy_Bliss=4.62, Synergy_Loewe=-3.70, Synergy_HSA=-0.643.